Predict the reaction yield, written as a fraction of the theoretical maximum amount of product (1.0 means a 100% yield; for example, 0.34 means a 34% yield). From a dataset of Reaction yield outcomes from USPTO patents with 853,638 reactions. (1) The reactants are [CH3:1][O:2][C:3]1[S:7][C:6]2=[N:8][C:9]([C:11]3[O:12][C:13]4[C:14](=[C:16]([OH:20])[CH:17]=[CH:18][CH:19]=4)[N:15]=3)=[CH:10][N:5]2[N:4]=1.[O:21]1[CH:25]=[CH:24][C:23]([C:26]2[CH:27]=[C:28]([CH2:32]O)[CH:29]=[CH:30][CH:31]=2)=[CH:22]1.C1(P(C2C=CC=CC=2)C2C=CC=CC=2)C=CC=CC=1.CC(OC(/N=N/C(OC(C)C)=O)=O)C. The catalyst is C1COCC1.C(Cl)Cl. The product is [O:21]1[CH:25]=[CH:24][C:23]([C:26]2[CH:27]=[C:28]([CH:29]=[CH:30][CH:31]=2)[CH2:32][O:20][C:16]2[C:14]3[N:15]=[C:11]([C:9]4[N:8]=[C:6]5[N:5]([CH:10]=4)[N:4]=[C:3]([O:2][CH3:1])[S:7]5)[O:12][C:13]=3[CH:19]=[CH:18][CH:17]=2)=[CH:22]1. The yield is 0.224. (2) The product is [CH3:1][N:2]1[CH2:3][CH2:4][N:5]([C:8]2[CH:14]=[CH:13][CH:12]=[C:10]([NH2:11])[C:9]=2[NH2:15])[CH2:6][CH2:7]1. The reactants are [CH3:1][N:2]1[CH2:7][CH2:6][N:5]([C:8]2[C:9]([N+:15]([O-])=O)=[C:10]([CH:12]=[CH:13][CH:14]=2)[NH2:11])[CH2:4][CH2:3]1. The yield is 0.970. The catalyst is [Pd].C(O)C. (3) The reactants are [NH:1]1[CH2:6][CH2:5][CH2:4][C@H:3]([NH:7][C:8](=[O:14])[O:9][C:10]([CH3:13])([CH3:12])[CH3:11])[CH2:2]1.[CH:15](=O)[C:16]1[CH:21]=[CH:20][CH:19]=[CH:18][CH:17]=1.[BH-](OC(C)=O)(OC(C)=O)OC(C)=O.[Na+].O. The catalyst is C(Cl)Cl. The product is [CH2:15]([N:1]1[CH2:6][CH2:5][CH2:4][C@H:3]([NH:7][C:8](=[O:14])[O:9][C:10]([CH3:11])([CH3:13])[CH3:12])[CH2:2]1)[C:16]1[CH:21]=[CH:20][CH:19]=[CH:18][CH:17]=1. The yield is 0.340. (4) The reactants are [Cl:1][C:2]1[C:3]([O:9][C:10]2[CH:15]=[C:14]([O:16][CH2:17][CH2:18][O:19][CH3:20])[CH:13]=[CH:12][C:11]=2/[CH:21]=[CH:22]/[C:23]([OH:25])=O)=[N:4][CH:5]=[C:6]([Cl:8])[CH:7]=1.Cl.C(N=C=NCCCN(C)C)C.[CH2:38]([S:43]([NH2:46])(=[O:45])=[O:44])[CH2:39][CH2:40][CH2:41][CH3:42].O. The catalyst is CN(C)C=O.CN(C)C1C=CN=CC=1. The product is [Cl:1][C:2]1[C:3]([O:9][C:10]2[CH:15]=[C:14]([O:16][CH2:17][CH2:18][O:19][CH3:20])[CH:13]=[CH:12][C:11]=2/[CH:21]=[CH:22]/[C:23]([NH:46][S:43]([CH2:38][CH2:39][CH2:40][CH2:41][CH3:42])(=[O:45])=[O:44])=[O:25])=[N:4][CH:5]=[C:6]([Cl:8])[CH:7]=1. The yield is 0.430.